Dataset: Full USPTO retrosynthesis dataset with 1.9M reactions from patents (1976-2016). Task: Predict the reactants needed to synthesize the given product. Given the product [CH3:1][O:2][C:3]1[CH:4]=[C:5]([C:11]2[C:12]([CH3:18])([CH3:17])[C:13](=[O:14])[NH:21][N:22]=2)[CH:6]=[CH:7][C:8]=1[O:9][CH3:10], predict the reactants needed to synthesize it. The reactants are: [CH3:1][O:2][C:3]1[CH:4]=[C:5]([C:11](=O)[C:12]([CH3:18])([CH3:17])[C:13](OC)=[O:14])[CH:6]=[CH:7][C:8]=1[O:9][CH3:10].O.[NH2:21][NH2:22].